From a dataset of Merck oncology drug combination screen with 23,052 pairs across 39 cell lines. Regression. Given two drug SMILES strings and cell line genomic features, predict the synergy score measuring deviation from expected non-interaction effect. (1) Drug 1: N#Cc1ccc(Cn2cncc2CN2CCN(c3cccc(Cl)c3)C(=O)C2)cc1. Drug 2: NC1(c2ccc(-c3nc4ccn5c(=O)[nH]nc5c4cc3-c3ccccc3)cc2)CCC1. Cell line: UWB1289BRCA1. Synergy scores: synergy=31.9. (2) Drug 1: CS(=O)(=O)CCNCc1ccc(-c2ccc3ncnc(Nc4ccc(OCc5cccc(F)c5)c(Cl)c4)c3c2)o1. Drug 2: CCc1c2c(nc3ccc(O)cc13)-c1cc3c(c(=O)n1C2)COC(=O)C3(O)CC. Cell line: LNCAP. Synergy scores: synergy=11.0.